From a dataset of Aqueous solubility values for 9,982 compounds from the AqSolDB database. Regression/Classification. Given a drug SMILES string, predict its absorption, distribution, metabolism, or excretion properties. Task type varies by dataset: regression for continuous measurements (e.g., permeability, clearance, half-life) or binary classification for categorical outcomes (e.g., BBB penetration, CYP inhibition). For this dataset (solubility_aqsoldb), we predict Y. (1) The compound is Oc1cccc(O)c1. The Y is 1.00 log mol/L. (2) The drug is CC(C)(C)S(=O)(=O)C(C)(C)C. The Y is -1.22 log mol/L.